Dataset: Reaction yield outcomes from USPTO patents with 853,638 reactions. Task: Predict the reaction yield, written as a fraction of the theoretical maximum amount of product (1.0 means a 100% yield; for example, 0.34 means a 34% yield). The reactants are [F:1][C:2]1[CH:7]=[CH:6][C:5]([C:8]2[C:20]([CH:21]=[O:22])=[C:11]3[CH:12]=[CH:13][C:14]([C:16]([F:19])([F:18])[F:17])=[CH:15][N:10]3[N:9]=2)=[CH:4][CH:3]=1.[C:23]([Mg]Br)#[CH:24].O.Cl. The catalyst is O1CCCC1. The product is [F:1][C:2]1[CH:3]=[CH:4][C:5]([C:8]2[C:20]([CH:21]([OH:22])[C:23]#[CH:24])=[C:11]3[CH:12]=[CH:13][C:14]([C:16]([F:19])([F:18])[F:17])=[CH:15][N:10]3[N:9]=2)=[CH:6][CH:7]=1. The yield is 0.960.